This data is from Catalyst prediction with 721,799 reactions and 888 catalyst types from USPTO. The task is: Predict which catalyst facilitates the given reaction. (1) Reactant: [Br:1][C:2]1[CH:10]=[C:9]2[C:5]([CH:6]([CH3:12])[C:7](=[O:11])[NH:8]2)=[CH:4][CH:3]=1.[C:13](OC(=O)C)(=[O:15])[CH3:14].C1(C)C(C)=CC=CC=1. Product: [C:13]([N:8]1[C:9]2[C:5](=[CH:4][CH:3]=[C:2]([Br:1])[CH:10]=2)[CH:6]([CH3:12])[C:7]1=[O:11])(=[O:15])[CH3:14]. The catalyst class is: 6. (2) Reactant: [NH2:1][C:2]1[N:6]([C:7]([O:9][C:10]([CH3:13])([CH3:12])[CH3:11])=[O:8])[N:5]=[C:4]([C:14]2[CH:19]=[CH:18][C:17]([O:20]CC3C=CC=CC=3)=[CH:16][CH:15]=2)[C:3]=1[C:28]#[N:29].[H][H]. Product: [NH2:1][C:2]1[N:6]([C:7]([O:9][C:10]([CH3:13])([CH3:12])[CH3:11])=[O:8])[N:5]=[C:4]([C:14]2[CH:15]=[CH:16][C:17]([OH:20])=[CH:18][CH:19]=2)[C:3]=1[C:28]#[N:29]. The catalyst class is: 50. (3) Reactant: [F:1][C:2]1[C:3]([O:27][CH2:28][C:29]2[CH:34]=[CH:33][CH:32]=[CH:31][CH:30]=2)=[CH:4][CH:5]=[C:6]2[C:11]=1[C:10]([CH3:13])([CH3:12])[C:9]([OH:14])=[C:8]([C:15]([NH:17][CH2:18][C:19]([O:21]C(C)(C)C)=[O:20])=[O:16])[C:7]2=[O:26]. Product: [F:1][C:2]1[C:3]([O:27][CH2:28][C:29]2[CH:34]=[CH:33][CH:32]=[CH:31][CH:30]=2)=[CH:4][CH:5]=[C:6]2[C:11]=1[C:10]([CH3:13])([CH3:12])[C:9](=[O:14])[C:8]([C:15]([NH:17][CH2:18][C:19]([OH:21])=[O:20])=[O:16])=[C:7]2[OH:26]. The catalyst class is: 67. (4) Reactant: [CH3:1][CH:2]([CH3:15])[CH2:3][NH:4][C:5]1[CH:10]=[CH:9][N:8]=[C:7]([C:11]([F:14])([F:13])[F:12])[N:6]=1.[CH3:16][C:17]1[C:21]([CH2:22][O:23][C:24]2[CH:29]=[CH:28][C:27]([S:30](Cl)(=[O:32])=[O:31])=[CH:26][CH:25]=2)=[C:20]([CH3:34])[O:19][N:18]=1.C(N=C(N(C)C)N(C)C)(C)(C)C. Product: [CH3:16][C:17]1[C:21]([CH2:22][O:23][C:24]2[CH:25]=[CH:26][C:27]([S:30]([N:4]([CH2:3][CH:2]([CH3:15])[CH3:1])[C:5]3[CH:10]=[CH:9][N:8]=[C:7]([C:11]([F:12])([F:14])[F:13])[N:6]=3)(=[O:32])=[O:31])=[CH:28][CH:29]=2)=[C:20]([CH3:34])[O:19][N:18]=1. The catalyst class is: 17. (5) Reactant: [OH-].[Na+].CC1(C)C(C)(C)OB([C:11]2[CH:19]=[CH:18][CH:17]=[C:16]3[C:12]=2[CH:13]=[CH:14][NH:15]3)O1.Br[C:22]1[CH:23]=[N:24][CH:25]=[CH:26][CH:27]=1. Product: [N:24]1[CH:25]=[CH:26][CH:27]=[C:22]([C:11]2[CH:19]=[CH:18][CH:17]=[C:16]3[C:12]=2[CH:13]=[CH:14][NH:15]3)[CH:23]=1. The catalyst class is: 354.